From a dataset of Peptide-MHC class I binding affinity with 185,985 pairs from IEDB/IMGT. Regression. Given a peptide amino acid sequence and an MHC pseudo amino acid sequence, predict their binding affinity value. This is MHC class I binding data. The peptide sequence is QPQQSPQFF. The MHC is HLA-B58:01 with pseudo-sequence HLA-B58:01. The binding affinity (normalized) is 0.0847.